From a dataset of Full USPTO retrosynthesis dataset with 1.9M reactions from patents (1976-2016). Predict the reactants needed to synthesize the given product. (1) Given the product [F:23][C:15]([F:22])([C:16]1[CH:21]=[CH:20][CH:19]=[CH:18][N:17]=1)[CH2:14][NH:13][N:8]1[CH2:9][CH2:10][C:11]([CH3:12])=[C:6]([CH2:5][C:4]([OH:25])=[O:3])[C:7]1=[O:24], predict the reactants needed to synthesize it. The reactants are: C([O:3][C:4](=[O:25])[CH2:5][C:6]1[C:7](=[O:24])[N:8]([NH:13][CH2:14][C:15]([F:23])([F:22])[C:16]2[CH:21]=[CH:20][CH:19]=[CH:18][N:17]=2)[CH2:9][CH2:10][C:11]=1[CH3:12])C.[Li+].[OH-]. (2) Given the product [CH2:1]([C:8]1[CH:9]=[N:10][C:11]2[C:16]([C:17]=1[C:18]1[CH:19]=[C:20]([NH:24][CH2:33][C:32]3[CH:35]=[CH:36][C:37]([F:38])=[C:30]([F:29])[CH:31]=3)[CH:21]=[CH:22][CH:23]=1)=[CH:15][CH:14]=[CH:13][C:12]=2[C:25]([F:28])([F:26])[F:27])[C:2]1[CH:3]=[CH:4][CH:5]=[CH:6][CH:7]=1, predict the reactants needed to synthesize it. The reactants are: [CH2:1]([C:8]1[CH:9]=[N:10][C:11]2[C:16]([C:17]=1[C:18]1[CH:19]=[C:20]([NH2:24])[CH:21]=[CH:22][CH:23]=1)=[CH:15][CH:14]=[CH:13][C:12]=2[C:25]([F:28])([F:27])[F:26])[C:2]1[CH:7]=[CH:6][CH:5]=[CH:4][CH:3]=1.[F:29][C:30]1[CH:31]=[C:32]([CH:35]=[CH:36][C:37]=1[F:38])[CH:33]=O.